Dataset: Catalyst prediction with 721,799 reactions and 888 catalyst types from USPTO. Task: Predict which catalyst facilitates the given reaction. (1) Reactant: [NH2:1][CH2:2][CH2:3][S:4]([OH:7])(=[O:6])=[O:5].Cl[C:9]([O:11][CH2:12][C:13]1[CH:18]=[CH:17][CH:16]=[CH:15][CH:14]=1)=[O:10].C(=O)([O-])[O-].[Na+].[Na+]. Product: [CH2:12]([O:11][C:9]([NH:1][CH2:2][CH2:3][S:4]([OH:7])(=[O:6])=[O:5])=[O:10])[C:13]1[CH:18]=[CH:17][CH:16]=[CH:15][CH:14]=1. The catalyst class is: 6. (2) Reactant: [Cl:1][C:2]1[CH:10]=[CH:9][CH:8]=[C:7]2[C:3]=1[CH2:4][C:5](=[O:15])[N:6]2[CH2:11][C:12]([NH2:14])=[O:13].C1C(=O)N([Cl:23])C(=O)C1.O. Product: [Cl:1][C:2]1[C:10]([Cl:23])=[CH:9][CH:8]=[C:7]2[C:3]=1[CH2:4][C:5](=[O:15])[N:6]2[CH2:11][C:12]([NH2:14])=[O:13]. The catalyst class is: 82.